Dataset: Forward reaction prediction with 1.9M reactions from USPTO patents (1976-2016). Task: Predict the product of the given reaction. (1) The product is: [CH:2]([C:3]12[CH2:7][CH:6]([CH2:8]1)[CH2:5][N:4]2[C:9]([O:11][CH2:12][C:13]1[CH:18]=[CH:17][CH:16]=[CH:15][CH:14]=1)=[O:10])=[O:1]. Given the reactants [OH:1][CH2:2][C:3]12[CH2:8][CH:6]([CH2:7]1)[CH2:5][N:4]2[C:9]([O:11][CH2:12][C:13]1[CH:18]=[CH:17][CH:16]=[CH:15][CH:14]=1)=[O:10], predict the reaction product. (2) Given the reactants Cl[C:2]1[S:3][C:4]2[CH:10]=[C:9]([O:11][CH3:12])[CH:8]=[CH:7][C:5]=2[N:6]=1.[NH2:13][C:14]1[CH:23]=[CH:22][C:17]([C:18]([O:20][CH3:21])=[O:19])=[CH:16][CH:15]=1.C([O-])([O-])=O.[K+].[K+].[H-].[Na+], predict the reaction product. The product is: [CH3:21][O:20][C:18](=[O:19])[C:17]1[CH:22]=[CH:23][C:14]([NH:13][C:2]2[S:3][C:4]3[CH:10]=[C:9]([O:11][CH3:12])[CH:8]=[CH:7][C:5]=3[N:6]=2)=[CH:15][CH:16]=1.